This data is from Full USPTO retrosynthesis dataset with 1.9M reactions from patents (1976-2016). The task is: Predict the reactants needed to synthesize the given product. Given the product [NH2:10][C:11]1[C:12]([C:28]([NH:30][C:31]2[CH:32]=[N:33][CH:34]=[CH:35][C:36]=2[N:37]2[CH2:42][C@H:41]([CH3:43])[C@@H:40]([OH:44])[C@H:39]([NH2:45])[CH2:38]2)=[O:29])=[N:13][C:14]2[C:19]([CH:20]=1)=[CH:18][CH:17]=[C:16]([N:21]1[CH2:26][CH2:25][O:24][CH2:23][C:22]1=[O:27])[CH:15]=2, predict the reactants needed to synthesize it. The reactants are: C(OC(=O)[NH:10][C:11]1[C:12]([C:28]([NH:30][C:31]2[CH:32]=[N:33][CH:34]=[CH:35][C:36]=2[N:37]2[CH2:42][C@H:41]([CH3:43])[C@@H:40]([OH:44])[C@H:39]([NH2:45])[CH2:38]2)=[O:29])=[N:13][C:14]2[C:19]([CH:20]=1)=[CH:18][CH:17]=[C:16]([N:21]1[CH2:26][CH2:25][O:24][CH2:23][C:22]1=[O:27])[CH:15]=2)C1C=CC=CC=1.[H][H].